From a dataset of Forward reaction prediction with 1.9M reactions from USPTO patents (1976-2016). Predict the product of the given reaction. (1) Given the reactants OC(C(F)(F)F)=O.[F:8][C:9]1[CH:35]=[C:34]([F:36])[CH:33]=[CH:32][C:10]=1[O:11][CH:12]1[CH2:17][CH2:16][N:15]([C:18]2[N:19]=[C:20]3[CH2:31][CH2:30][NH:29][CH2:28][C:21]3=[N:22][C:23]=2[NH:24][CH:25]([CH3:27])[CH3:26])[CH2:14][CH2:13]1.C(N(CC)CC)C.[CH3:44][S:45](Cl)(=[O:47])=[O:46], predict the reaction product. The product is: [F:8][C:9]1[CH:35]=[C:34]([F:36])[CH:33]=[CH:32][C:10]=1[O:11][CH:12]1[CH2:13][CH2:14][N:15]([C:18]2[N:19]=[C:20]3[CH2:31][CH2:30][N:29]([S:45]([CH3:44])(=[O:47])=[O:46])[CH2:28][C:21]3=[N:22][C:23]=2[NH:24][CH:25]([CH3:27])[CH3:26])[CH2:16][CH2:17]1. (2) Given the reactants [C:1]([C:5]1[CH:11]=[CH:10][C:8]([NH2:9])=[CH:7][CH:6]=1)([CH3:4])([CH3:3])[CH3:2].[F:12][B-:13]([F:16])([F:15])[F:14].[N:17]#[O+].[K+].[Br-], predict the reaction product. The product is: [F:12][B-:13]([F:16])([F:15])[F:14].[C:1]([C:5]1[CH:6]=[CH:7][C:8]([N+:9]#[N:17])=[CH:10][CH:11]=1)([CH3:4])([CH3:2])[CH3:3].